From a dataset of Forward reaction prediction with 1.9M reactions from USPTO patents (1976-2016). Predict the product of the given reaction. (1) Given the reactants [F:1][C:2]1[CH:3]=[N:4][C:5]2[CH:6]=[CH:7][C:8](=[O:17])[N:9]3[CH:14]([CH:15]=O)[CH2:13][CH2:12][C:11]=1[C:10]=23.[NH:18]1[CH2:23][CH2:22][CH:21]([NH:24]C(=O)OC(C)(C)C)[CH2:20][CH2:19]1.C(O)(C(F)(F)F)=O, predict the reaction product. The product is: [NH2:24][CH:21]1[CH2:22][CH2:23][N:18]([CH2:15][CH:14]2[N:9]3[C:10]4[C:11](=[C:2]([F:1])[CH:3]=[N:4][C:5]=4[CH:6]=[CH:7][C:8]3=[O:17])[CH2:12][CH2:13]2)[CH2:19][CH2:20]1. (2) Given the reactants [CH:1]1([C:5]2[C:13]([C:14]3[NH:18][C:17]([O:19][CH3:20])=[N:16][N:15]=3)=[CH:12][C:8]([C:9]([OH:11])=O)=[C:7]([CH3:21])[CH:6]=2)[CH2:4][CH2:3][CH2:2]1.CCN(C(C)C)C(C)C.C1C=CC2N(O)N=NC=2C=1.CCN=C=NCCCN(C)C.Cl.[NH:53]1[CH2:58][CH2:57][CH:56]([C:59]2[CH:66]=[CH:65][C:62]([C:63]#[N:64])=[CH:61][CH:60]=2)[CH2:55][CH2:54]1, predict the reaction product. The product is: [CH:1]1([C:5]2[C:13]([C:14]3[NH:18][C:17]([O:19][CH3:20])=[N:16][N:15]=3)=[CH:12][C:8]([C:9]([N:53]3[CH2:58][CH2:57][CH:56]([C:59]4[CH:66]=[CH:65][C:62]([C:63]#[N:64])=[CH:61][CH:60]=4)[CH2:55][CH2:54]3)=[O:11])=[C:7]([CH3:21])[CH:6]=2)[CH2:2][CH2:3][CH2:4]1. (3) Given the reactants [Br:1][C:2]1[C:3]([CH3:9])=[C:4]([CH:6]=[CH:7][CH:8]=1)[NH2:5].[C:10]([C:14]1[CH:22]=[CH:21][C:17]([C:18](Cl)=[O:19])=[CH:16][CH:15]=1)([CH3:13])([CH3:12])[CH3:11], predict the reaction product. The product is: [Br:1][C:2]1[C:3]([CH3:9])=[C:4]([NH:5][C:18](=[O:19])[C:17]2[CH:21]=[CH:22][C:14]([C:10]([CH3:12])([CH3:11])[CH3:13])=[CH:15][CH:16]=2)[CH:6]=[CH:7][CH:8]=1. (4) Given the reactants [NH:1]1[CH2:6][CH2:5][C:4]2([O:11][C:10]3[C:12]4[C:17]([C:18](=[O:21])[C:19](=[O:20])[C:9]=3[S:8][CH2:7]2)=[CH:16][CH:15]=[CH:14][CH:13]=4)[CH2:3][CH2:2]1.[Cl:22][C:23]1[CH:24]=[C:25]([CH:29]=[CH:30][CH:31]=1)[C:26](Cl)=[O:27], predict the reaction product. The product is: [Cl:22][C:23]1[CH:24]=[C:25]([CH:29]=[CH:30][CH:31]=1)[C:26]([N:1]1[CH2:2][CH2:3][C:4]2([O:11][C:10]3[C:12]4[C:17]([C:18](=[O:21])[C:19](=[O:20])[C:9]=3[S:8][CH2:7]2)=[CH:16][CH:15]=[CH:14][CH:13]=4)[CH2:5][CH2:6]1)=[O:27]. (5) Given the reactants [CH3:1][C:2]1[CH:3]=[C:4]([CH:7]=[CH:8][CH:9]=1)[CH2:5][OH:6].[N+](=[CH:12][C:13]([O:15][CH2:16][CH3:17])=[O:14])=[N-], predict the reaction product. The product is: [CH2:16]([O:15][C:13](=[O:14])[CH2:12][O:6][CH2:5][C:4]1[CH:7]=[CH:8][CH:9]=[C:2]([CH3:1])[CH:3]=1)[CH3:17]. (6) Given the reactants [NH2:1][OH:2].O.[CH3:4][C:5]1[O:9][C:8]([S:10](Cl)(=[O:12])=[O:11])=[CH:7][CH:6]=1.CCCCCC, predict the reaction product. The product is: [OH:2][NH:1][S:10]([C:8]1[O:9][C:5]([CH3:4])=[CH:6][CH:7]=1)(=[O:12])=[O:11]. (7) The product is: [NH:33]1[C:37]2[CH:38]=[CH:39][CH:40]=[CH:41][C:36]=2[N:35]=[C:34]1[NH:42][CH2:43][CH2:44][CH2:45][CH2:46][NH:47][C:22]([C:19]1[CH:20]=[CH:21][C:6]2[CH:5]([CH2:4][C:3]([O:2][CH3:1])=[O:25])[C:11]3[CH:12]=[CH:13][CH:14]=[CH:15][C:10]=3[C:9](=[O:16])[N:8]([CH3:17])[C:7]=2[CH:18]=1)=[O:24]. Given the reactants [CH3:1][O:2][C:3](=[O:25])[CH2:4][CH:5]1[C:11]2[CH:12]=[CH:13][CH:14]=[CH:15][C:10]=2[C:9](=[O:16])[N:8]([CH3:17])[C:7]2[CH:18]=[C:19]([C:22]([OH:24])=O)[CH:20]=[CH:21][C:6]1=2.FC(F)(F)C(O)=O.[NH:33]1[C:37]2[CH:38]=[CH:39][CH:40]=[CH:41][C:36]=2[N:35]=[C:34]1[NH:42][CH2:43][CH2:44][CH2:45][CH2:46][NH2:47], predict the reaction product. (8) Given the reactants [OH:1][N:2]=[C:3](Cl)[C:4]1[C:8]([NH:9][CH2:10][CH2:11][O:12][CH3:13])=[N:7][O:6][N:5]=1.FC(F)(F)C(O)=O.[Br:22][C:23]1[CH:24]=[C:25]([CH2:28][NH2:29])[O:26][CH:27]=1.C(N(CC)CC)C, predict the reaction product. The product is: [Br:22][C:23]1[CH:24]=[C:25]([CH2:28][NH:29][C:3]([C:4]2[C:8]([NH:9][CH2:10][CH2:11][O:12][CH3:13])=[N:7][O:6][N:5]=2)=[N:2][OH:1])[O:26][CH:27]=1. (9) Given the reactants C[O:2][C:3](=[O:23])[C:4]1[C:5](=[C:10]([NH:14][CH2:15][C:16]2[CH:21]=[CH:20][CH:19]=[C:18]([Cl:22])[CH:17]=2)[CH:11]=[CH:12][CH:13]=1)[C:6]([O:8]C)=[O:7].COCCNC1C=CC=C(C(O)=O)C=1C(O)=O, predict the reaction product. The product is: [Cl:22][C:18]1[CH:17]=[C:16]([CH:21]=[CH:20][CH:19]=1)[CH2:15][NH:14][C:10]1[CH:11]=[CH:12][CH:13]=[C:4]([C:3]([OH:23])=[O:2])[C:5]=1[C:6]([OH:8])=[O:7]. (10) Given the reactants [F:1][C:2]([F:17])([F:16])[C:3]1[N:8]=[C:7]([C:9]2([OH:15])[CH2:14][CH2:13][NH:12][CH2:11][CH2:10]2)[CH:6]=[CH:5][CH:4]=1.C1([O:24][C:25](=O)[NH:26][C:27]2[S:28][C:29]3[N:30]=[CH:31][N:32]=[C:33]([O:36][CH3:37])[C:34]=3[N:35]=2)C=CC=CC=1.C(=O)(O)[O-].[Na+], predict the reaction product. The product is: [CH3:37][O:36][C:33]1[C:34]2[N:35]=[C:27]([NH:26][C:25]([N:12]3[CH2:11][CH2:10][C:9]([OH:15])([C:7]4[CH:6]=[CH:5][CH:4]=[C:3]([C:2]([F:1])([F:16])[F:17])[N:8]=4)[CH2:14][CH2:13]3)=[O:24])[S:28][C:29]=2[N:30]=[CH:31][N:32]=1.